Dataset: CYP2C9 inhibition data for predicting drug metabolism from PubChem BioAssay. Task: Regression/Classification. Given a drug SMILES string, predict its absorption, distribution, metabolism, or excretion properties. Task type varies by dataset: regression for continuous measurements (e.g., permeability, clearance, half-life) or binary classification for categorical outcomes (e.g., BBB penetration, CYP inhibition). Dataset: cyp2c9_veith. The molecule is NC(=O)C(=O)[O-].[Na+]. The result is 0 (non-inhibitor).